The task is: Predict the reactants needed to synthesize the given product.. This data is from Full USPTO retrosynthesis dataset with 1.9M reactions from patents (1976-2016). Given the product [F:8][C:9]1[CH:34]=[C:33]([CH2:35][CH:36]=[O:37])[CH:32]=[C:11]([CH2:12][N:13]2[CH2:31][CH2:30][C:16]3([O:21][CH2:20][CH2:19][N:18]([C:22]([C:24]4[N:25]=[C:26]([CH3:29])[S:27][CH:28]=4)=[O:23])[CH2:17]3)[CH2:15][CH2:14]2)[CH:10]=1, predict the reactants needed to synthesize it. The reactants are: C(O)(C(F)(F)F)=O.[F:8][C:9]1[CH:10]=[C:11]([CH:32]=[C:33]([CH2:35][CH2:36][OH:37])[CH:34]=1)[CH2:12][N:13]1[CH2:31][CH2:30][C:16]2([O:21][CH2:20][CH2:19][N:18]([C:22]([C:24]3[N:25]=[C:26]([CH3:29])[S:27][CH:28]=3)=[O:23])[CH2:17]2)[CH2:15][CH2:14]1.CC(OI1(OC(C)=O)(OC(C)=O)OC(=O)C2C=CC=CC1=2)=O.S([O-])([O-])(=O)=S.[Na+].[Na+].C(=O)(O)[O-].[Na+].